Dataset: Forward reaction prediction with 1.9M reactions from USPTO patents (1976-2016). Task: Predict the product of the given reaction. (1) Given the reactants O[CH2:2][C@H:3]1[NH:8][C:7](=[O:9])[CH2:6][O:5][CH2:4]1.I[C:11]1[CH:12]=[N:13][CH:14]=[CH:15][CH:16]=1.CN(C)CCN.[O-]P([O-])([O-])=O.[K+].[K+].[K+], predict the reaction product. The product is: [OH:5][CH2:4][C@H:3]1[N:8]([C:11]2[CH:12]=[N:13][CH:14]=[CH:15][CH:16]=2)[C:7](=[O:9])[CH2:6][CH2:2]1. (2) Given the reactants [F:1][C:2]1[CH:7]=[CH:6][C:5]([CH:8]2[CH2:12][S:11](=[O:14])(=[O:13])[N:10]([C:15]3[C:26]([S:27]([CH3:30])(=[O:29])=[O:28])=[CH:25][C:18]([C:19]([NH:21][C:22]([NH2:24])=[NH:23])=[O:20])=[C:17]([CH3:31])[CH:16]=3)[CH2:9]2)=[CH:4][CH:3]=1.[ClH:32], predict the reaction product. The product is: [ClH:32].[F:1][C:2]1[CH:7]=[CH:6][C:5]([CH:8]2[CH2:12][S:11](=[O:13])(=[O:14])[N:10]([C:15]3[C:26]([S:27]([CH3:30])(=[O:29])=[O:28])=[CH:25][C:18]([C:19]([NH:21][C:22]([NH2:24])=[NH:23])=[O:20])=[C:17]([CH3:31])[CH:16]=3)[CH2:9]2)=[CH:4][CH:3]=1. (3) Given the reactants [CH2:1]([O:8][C:9](=[O:34])[N:10]([CH2:15][CH:16]([OH:33])[CH:17]([NH:25]C(OC(C)(C)C)=O)[CH2:18][C:19]1[CH:24]=[CH:23][CH:22]=[CH:21][CH:20]=1)[CH2:11][CH:12]([CH3:14])[CH3:13])[C:2]1[CH:7]=[CH:6][CH:5]=[CH:4][CH:3]=1.[ClH:35], predict the reaction product. The product is: [Cl-:35].[CH2:18]([CH:17]([NH3+:25])[CH:16]([OH:33])[CH2:15][N:10]([C:9]([O:8][CH2:1][C:2]1[CH:3]=[CH:4][CH:5]=[CH:6][CH:7]=1)=[O:34])[CH2:11][CH:12]([CH3:14])[CH3:13])[C:19]1[CH:20]=[CH:21][CH:22]=[CH:23][CH:24]=1. (4) Given the reactants C(OC([NH:8][CH2:9][C:10]1[CH:11]=[C:12]([CH:18](O)[CH:19]([O:25][CH:26]([CH3:28])[CH3:27])[C:20]([O:22][CH2:23][CH3:24])=[O:21])[CH:13]=[CH:14][C:15]=1[O:16][CH3:17])=O)(C)(C)C.C([SiH](CC)CC)C, predict the reaction product. The product is: [NH2:8][CH2:9][C:10]1[CH:11]=[C:12]([CH2:18][CH:19]([O:25][CH:26]([CH3:27])[CH3:28])[C:20]([O:22][CH2:23][CH3:24])=[O:21])[CH:13]=[CH:14][C:15]=1[O:16][CH3:17]. (5) Given the reactants CO[C:3](=[O:13])[CH2:4][CH2:5][O:6][N:7]=[C:8]([O:10][CH2:11][CH3:12])[CH3:9].[CH3:14][NH2:15].[CH3:16]O, predict the reaction product. The product is: [CH2:11]([O:10][C:8](=[N:7][O:6][CH2:5][CH2:4][C:3](=[O:13])[NH:15][CH2:14][CH3:16])[CH3:9])[CH3:12].